Dataset: Reaction yield outcomes from USPTO patents with 853,638 reactions. Task: Predict the reaction yield, written as a fraction of the theoretical maximum amount of product (1.0 means a 100% yield; for example, 0.34 means a 34% yield). (1) The reactants are [Br:1][C:2]1[CH:3]=[C:4]2[C:8](=[CH:9][CH:10]=1)[CH2:7][C@H:6]([C:11](O)=[O:12])[CH2:5]2.CC[N:16]=C=NCCCN(C)C.C1C=CC2N(O)N=NC=2C=1.[CH3:35][O:36][C@H:37]1[C@H:42]([N:43]2[C:47]3[CH:48]=[CH:49][C:50]([CH3:52])=[CH:51][C:46]=3[N:45]=[C:44]2[CH3:53])[CH2:41][CH2:40][NH:39][CH2:38]1. The catalyst is C(Cl)Cl. The product is [NH4+:16].[OH-:12].[Br:1][C:2]1[CH:3]=[C:4]2[C:8](=[CH:9][CH:10]=1)[CH2:7][C@H:6]([CH2:11][N:39]1[CH2:40][CH2:41][C@@H:42]([N:43]3[C:47]4[CH:48]=[CH:49][C:50]([CH3:52])=[CH:51][C:46]=4[N:45]=[C:44]3[CH3:53])[C@H:37]([O:36][CH3:35])[CH2:38]1)[CH2:5]2. The yield is 0.0100. (2) The reactants are [F:1][C:2]1[CH:10]=[CH:9][C:8]2[N:7]([CH2:11][C:12]3[CH:21]=[CH:20][C:15]([C:16]([O:18][CH3:19])=[O:17])=[CH:14][CH:13]=3)[C:6]3[CH2:22][CH2:23][N:24]([CH2:27][CH2:28]O)[C:25](=[O:26])[C:5]=3[C:4]=2[CH:3]=1.CCN(C(C)C)C(C)C.CS(Cl)(=O)=O.[OH:44][CH2:45][CH2:46][N:47]1[CH2:52][CH2:51][NH:50][CH2:49][CH2:48]1. The catalyst is C(#N)C. The product is [F:1][C:2]1[CH:10]=[CH:9][C:8]2[N:7]([CH2:11][C:12]3[CH:21]=[CH:20][C:15]([C:16]([O:18][CH3:19])=[O:17])=[CH:14][CH:13]=3)[C:6]3[CH2:22][CH2:23][N:24]([CH2:27][CH2:28][N:50]4[CH2:51][CH2:52][N:47]([CH2:46][CH2:45][OH:44])[CH2:48][CH2:49]4)[C:25](=[O:26])[C:5]=3[C:4]=2[CH:3]=1. The yield is 0.410.